The task is: Predict the reactants needed to synthesize the given product.. This data is from Full USPTO retrosynthesis dataset with 1.9M reactions from patents (1976-2016). (1) The reactants are: [Br:1][C:2]1[CH:3]=[C:4]([CH2:14][N:15]([CH3:23])[C:16](=[O:22])[O:17][C:18]([CH3:21])([CH3:20])[CH3:19])[S:5][C:6]=1SC1C=CC=CC=1.Cl[C:25]1[CH:30]=[CH:29][CH:28]=[C:27](C(OO)=O)[CH:26]=1.[S:35]([O-:39])([O-])(=[O:37])=S.[Na+].[Na+]. Given the product [Br:1][C:2]1[CH:3]=[C:4]([CH2:14][N:15]([CH3:23])[C:16](=[O:22])[O:17][C:18]([CH3:19])([CH3:20])[CH3:21])[S:5][C:6]=1[S:35]([C:25]1[CH:26]=[CH:27][CH:28]=[CH:29][CH:30]=1)(=[O:39])=[O:37], predict the reactants needed to synthesize it. (2) The reactants are: CO[C:3]([C:5]1[N:6]=[CH:7][C:8]2[C:9](=[O:27])[N:10]([CH2:16][C:17]3[CH:22]=[CH:21][C:20]([O:23][CH3:24])=[CH:19][C:18]=3[O:25][CH3:26])[CH:11]=[CH:12][C:13]=2[C:14]=1[OH:15])=[O:4].[NH2:28][CH2:29][C:30]([OH:32])=[O:31].C[O-].[Na+]. Given the product [CH3:26][O:25][C:18]1[CH:19]=[C:20]([O:23][CH3:24])[CH:21]=[CH:22][C:17]=1[CH2:16][N:10]1[C:9](=[O:27])[C:8]2[CH:7]=[N:6][C:5]([C:3]([NH:28][CH2:29][C:30]([OH:32])=[O:31])=[O:4])=[C:14]([OH:15])[C:13]=2[CH:12]=[CH:11]1, predict the reactants needed to synthesize it. (3) The reactants are: [C:1]([NH:8][CH2:9][CH2:10][NH2:11])([O:3][C:4]([CH3:7])([CH3:6])[CH3:5])=[O:2].[CH2:12]([CH:15]([CH2:19][C:20]#[CH:21])[C:16](O)=O)[C:13]#[CH:14].CN([C:25]([O:29]N1N=NC2C=CC=CC1=2)=[N+](C)C)C.[B-](F)(F)(F)F.CCN(C(C)C)C(C)C. Given the product [C:4]([O:3][C:1](=[O:2])[NH:8][CH2:9][CH2:10][NH:11][C:25](=[O:29])[CH2:16][CH:15]([CH2:19][C:20]#[CH:21])[CH2:12][C:13]#[CH:14])([CH3:5])([CH3:6])[CH3:7], predict the reactants needed to synthesize it. (4) Given the product [CH3:39][S:40]([O:27][CH2:26][C:25]#[C:24][C:21]1[CH:22]=[C:23]2[C:18](=[CH:19][CH:20]=1)[N:17]=[CH:16][N:15]=[C:14]2[NH:13][C:10]1[CH:11]=[CH:12][C:7]([O:6][CH2:5][C:4]2[CH:29]=[CH:30][CH:31]=[C:2]([F:1])[CH:3]=2)=[C:8]([Cl:28])[CH:9]=1)(=[O:42])=[O:41], predict the reactants needed to synthesize it. The reactants are: [F:1][C:2]1[CH:3]=[C:4]([CH:29]=[CH:30][CH:31]=1)[CH2:5][O:6][C:7]1[CH:12]=[CH:11][C:10]([NH:13][C:14]2[C:23]3[C:18](=[CH:19][CH:20]=[C:21]([C:24]#[C:25][CH2:26][OH:27])[CH:22]=3)[N:17]=[CH:16][N:15]=2)=[CH:9][C:8]=1[Cl:28].C(N(CC)CC)C.[CH3:39][S:40](Cl)(=[O:42])=[O:41].